From a dataset of Full USPTO retrosynthesis dataset with 1.9M reactions from patents (1976-2016). Predict the reactants needed to synthesize the given product. (1) The reactants are: [Cl:1][C:2]1[CH:3]=[C:4]([NH:8][CH2:9][C:10]2[C:19]3[C:14](=[C:15]([F:20])[CH:16]=[CH:17][CH:18]=3)[NH:13][C:12](=[O:21])[CH:11]=2)[CH:5]=[CH:6][CH:7]=1.[CH3:22][C:23]1[CH:24]=[C:25]([CH:29]=[CH:30][CH:31]=1)[C:26](Cl)=[O:27]. Given the product [Cl:1][C:2]1[CH:3]=[C:4]([N:8]([CH2:9][C:10]2[C:19]3[C:14](=[C:15]([F:20])[CH:16]=[CH:17][CH:18]=3)[NH:13][C:12](=[O:21])[CH:11]=2)[C:26](=[O:27])[C:25]2[CH:29]=[CH:30][CH:31]=[C:23]([CH3:22])[CH:24]=2)[CH:5]=[CH:6][CH:7]=1, predict the reactants needed to synthesize it. (2) Given the product [C:4]([Si:1]([CH3:3])([CH3:2])[O:8][C@@H:9]1[CH2:10][C@@H:11]([O:17][Si:24]([CH2:29][CH3:30])([CH2:27][CH3:28])[CH2:25][CH3:26])[CH2:12][C@H:13]2[C@:15]1([CH3:16])[O:14]2)([CH3:7])([CH3:6])[CH3:5], predict the reactants needed to synthesize it. The reactants are: [Si:1]([O:8][C@H:9]1[C@:15]2([CH3:16])[C@@H:13]([O:14]2)[CH2:12][C@H:11]([OH:17])[CH2:10]1)([C:4]([CH3:7])([CH3:6])[CH3:5])([CH3:3])[CH3:2].N1C=CN=C1.Cl[Si:24]([CH2:29][CH3:30])([CH2:27][CH3:28])[CH2:25][CH3:26].O. (3) Given the product [Cl:1][C:2]1[CH:3]=[C:4]([CH:9]=[C:10]([NH:12][S:13]([CH3:16])(=[O:15])=[O:14])[N:11]=1)[C:5]([OH:7])=[O:6], predict the reactants needed to synthesize it. The reactants are: [Cl:1][C:2]1[CH:3]=[C:4]([CH:9]=[C:10]([NH:12][S:13]([CH3:16])(=[O:15])=[O:14])[N:11]=1)[C:5]([O:7]C)=[O:6].[OH-].[Li+].Cl. (4) Given the product [CH3:40][S:37]([O:36][CH:34]([CH3:35])[CH2:33][N:8]([CH2:7][CH:6]([O:5][S:2]([CH3:1])(=[O:3])=[O:4])[CH3:41])[C:9]1[C:10]([N+:30]([O-:32])=[O:31])=[CH:11][C:12]([N+:27]([O-:29])=[O:28])=[CH:13][C:14]=1[C:15]([NH:17][CH2:18][CH2:19][OH:20])=[O:16])(=[O:39])=[O:38], predict the reactants needed to synthesize it. The reactants are: [CH3:1][S:2]([O:5][CH:6]([CH3:41])[CH2:7][N:8]([CH2:33][CH:34]([O:36][S:37]([CH3:40])(=[O:39])=[O:38])[CH3:35])[C:9]1[C:14]([C:15]([NH:17][CH2:18][CH2:19][O:20]C2CCCCO2)=[O:16])=[CH:13][C:12]([N+:27]([O-:29])=[O:28])=[CH:11][C:10]=1[N+:30]([O-:32])=[O:31])(=[O:4])=[O:3].Cl. (5) The reactants are: [CH2:1]([C:8]1[C:9](Cl)=[N:10][C:11]2[C:16]([C:17]=1[Cl:18])=[CH:15][C:14]([C:19]([C:31]1[N:35]([CH3:36])[CH:34]=[N:33][CH:32]=1)([C:21]1[CH:22]=[N:23][C:24]([C:27]([F:30])([F:29])[F:28])=[CH:25][CH:26]=1)[OH:20])=[CH:13][CH:12]=2)[C:2]1[CH:7]=[CH:6][CH:5]=[CH:4][CH:3]=1.[C:38]([OH:44])([C:40]([F:43])([F:42])[F:41])=[O:39].[CH3:45][N:46]1[CH:50]=[C:49](B2OC(C)(C)C(C)(C)O2)[CH:48]=[N:47]1.C([O-])([O-])=O.[K+].[K+].O1CCOCC1. Given the product [CH2:1]([C:8]1[C:9]([C:49]2[CH:48]=[N:47][N:46]([CH3:45])[CH:50]=2)=[N:10][C:11]2[C:16]([C:17]=1[Cl:18])=[CH:15][C:14]([C:19]([C:31]1[N:35]([CH3:36])[CH:34]=[N:33][CH:32]=1)([C:21]1[CH:22]=[N:23][C:24]([C:27]([F:30])([F:28])[F:29])=[CH:25][CH:26]=1)[OH:20])=[CH:13][CH:12]=2)[C:2]1[CH:7]=[CH:6][CH:5]=[CH:4][CH:3]=1.[C:38]([OH:44])([C:40]([F:43])([F:42])[F:41])=[O:39], predict the reactants needed to synthesize it. (6) Given the product [C-:1]1([O:16][CH2:14][CH2:15][CH2:24][OH:25])[CH:2]=[CH:3][CH:4]=[CH:5]1.[CH-:8]1[CH:12]=[CH:11][CH:10]=[CH:9]1.[Fe+2:13], predict the reactants needed to synthesize it. The reactants are: [C-:1]1(C=O)[CH:5]=[CH:4][CH:3]=[CH:2]1.[CH-:8]1[CH:12]=[CH:11][CH:10]=[CH:9]1.[Fe+2:13].[CH2:14]([OH:16])[CH3:15].[BH4-].[Na+].[C-]1([CH2:24][OH:25])C=CC=C1.[CH-]1C=CC=C1.[Fe+2]. (7) Given the product [N:6]1[C:5]([C:8]2[CH:26]=[CH:25][C:11]([N:12]([C:19]3[CH:24]=[CH:23][CH:22]=[CH:21][CH:20]=3)[C:13]3[CH:18]=[CH:17][CH:16]=[CH:15][CH:14]=3)=[CH:10][CH:9]=2)=[CH:4][CH:3]=[C:2]([C:43]2[CH:42]=[N:41][C:40]([C:37]3[CH:38]=[CH:39][C:34]([N:33]([C:55]4[CH:56]=[CH:57][CH:58]=[CH:59][CH:60]=4)[C:27]4[CH:32]=[CH:31][CH:30]=[CH:29][CH:28]=4)=[CH:35][CH:36]=3)=[CH:45][CH:44]=2)[CH:7]=1, predict the reactants needed to synthesize it. The reactants are: Br[C:2]1[CH:3]=[CH:4][C:5]([C:8]2[CH:26]=[CH:25][C:11]([N:12]([C:19]3[CH:24]=[CH:23][CH:22]=[CH:21][CH:20]=3)[C:13]3[CH:18]=[CH:17][CH:16]=[CH:15][CH:14]=3)=[CH:10][CH:9]=2)=[N:6][CH:7]=1.[C:27]1([N:33]([C:55]2[CH:60]=[CH:59][CH:58]=[CH:57][CH:56]=2)[C:34]2[CH:39]=[CH:38][C:37]([C:40]3[CH:45]=[CH:44][C:43](B4OC(C)(C)C(C)(C)O4)=[CH:42][N:41]=3)=[CH:36][CH:35]=2)[CH:32]=[CH:31][CH:30]=[CH:29][CH:28]=1.C([O-])([O-])=O.[Na+].[Na+].O.